Dataset: Full USPTO retrosynthesis dataset with 1.9M reactions from patents (1976-2016). Task: Predict the reactants needed to synthesize the given product. (1) Given the product [ClH:1].[Cl:1][C:2]1[CH:3]=[C:4]([S:8]([N:11]2[C:15]([C:16]3[CH:21]=[CH:20][CH:19]=[CH:18][CH:17]=3)=[C:14]([CH3:22])[C:13]([CH2:23][NH:29][CH3:28])=[CH:12]2)(=[O:10])=[O:9])[CH:5]=[CH:6][CH:7]=1, predict the reactants needed to synthesize it. The reactants are: [Cl:1][C:2]1[CH:3]=[C:4]([S:8]([N:11]2[C:15]([C:16]3[CH:21]=[CH:20][CH:19]=[CH:18][CH:17]=3)=[C:14]([CH3:22])[C:13]([CH:23]=O)=[CH:12]2)(=[O:10])=[O:9])[CH:5]=[CH:6][CH:7]=1.[Cl-].C[NH3+].[C:28]([BH3-])#[N:29].[Na+]. (2) Given the product [C:19]([C:7]1[C:5]2[N:6]=[C:2]([N:21]3[CH2:31][CH2:30][CH:24]([C:25]([O:27][CH2:28][CH3:29])=[O:26])[CH2:23][CH2:22]3)[O:3][C:4]=2[C:10]([F:11])=[C:9]([C:12]2[CH:17]=[CH:16][CH:15]=[CH:14][CH:13]=2)[C:8]=1[CH3:18])#[N:20], predict the reactants needed to synthesize it. The reactants are: Cl[C:2]1[O:3][C:4]2[C:5](=[C:7]([C:19]#[N:20])[C:8]([CH3:18])=[C:9]([C:12]3[CH:17]=[CH:16][CH:15]=[CH:14][CH:13]=3)[C:10]=2[F:11])[N:6]=1.[NH:21]1[CH2:31][CH2:30][CH:24]([C:25]([O:27][CH2:28][CH3:29])=[O:26])[CH2:23][CH2:22]1.C(N(C(C)C)CC)(C)C. (3) Given the product [Br:25][C:22]1[CH:23]=[C:18]([C:12]2[CH:13]=[CH:14][CH:15]=[CH:16][CH:17]=2)[CH:19]=[CH:20][N:21]=1, predict the reactants needed to synthesize it. The reactants are: CN(C)CCO.C([Li])CCC.[C:12]1([C:18]2[CH:23]=[CH:22][N:21]=[CH:20][CH:19]=2)[CH:17]=[CH:16][CH:15]=[CH:14][CH:13]=1.C(Br)(Br)(Br)[Br:25]. (4) Given the product [F:1][C:2]([F:25])([F:26])[C:3]1[CH:4]=[CH:5][C:6]([CH2:9][CH2:10][C:11]2[CH:12]=[C:13]3[C:18](=[CH:19][CH:20]=2)[CH:17]([CH2:21][C:22]([OH:24])=[O:23])[CH2:16][CH2:15][CH2:14]3)=[CH:7][CH:8]=1, predict the reactants needed to synthesize it. The reactants are: [F:1][C:2]([F:26])([F:25])[C:3]1[CH:8]=[CH:7][C:6](/[CH:9]=[CH:10]/[C:11]2[CH:12]=[C:13]3[C:18](=[CH:19][CH:20]=2)[CH:17]([CH2:21][C:22]([OH:24])=[O:23])[CH2:16][CH2:15][CH2:14]3)=[CH:5][CH:4]=1. (5) The reactants are: [ClH:1].[CH3:2][O:3][C:4](=[O:14])[C:5]1[CH:10]=[CH:9][C:8](CNN)=[CH:7][CH:6]=1.CC(O[C:20]([N:22](CC1C=C(C=CC=1)C([O-])=O)[NH:23]C(OC(C)(C)C)=O)=O)(C)C. Given the product [ClH:1].[CH3:2][O:3][C:4](=[O:14])[C:5]1[CH:6]=[CH:7][CH:8]=[C:9]([CH2:20][NH:22][NH2:23])[CH:10]=1, predict the reactants needed to synthesize it.